This data is from Reaction yield outcomes from USPTO patents with 853,638 reactions. The task is: Predict the reaction yield, written as a fraction of the theoretical maximum amount of product (1.0 means a 100% yield; for example, 0.34 means a 34% yield). (1) The reactants are [F:1][C:2]1[CH:10]=[CH:9][CH:8]=[C:7]2[C:3]=1[C:4]([CH:11]=[O:12])=[CH:5][NH:6]2.[CH2:13](OC(C1NC2C(C=1)=CC=CC=2)=O)C. No catalyst specified. The product is [F:1][C:2]1[CH:10]=[CH:9][CH:8]=[C:7]2[C:3]=1[C:4]([CH:11]=[O:12])=[CH:5][N:6]2[CH3:13]. The yield is 0.540. (2) The reactants are [CH3:1][C:2]1[CH:20]=[C:19]([O:21][Si](C(C)C)(C(C)C)C(C)C)[CH:18]=[C:17]([CH3:32])[C:3]=1[CH2:4][C:5]1[CH:6]=[CH:7][C:8]([O:13][CH2:14][O:15][CH3:16])=[C:9]([CH:12]=1)[CH:10]=[O:11].CCCC[N+](CCCC)(CCCC)CCCC.[F-]. The catalyst is C1COCC1.CCOC(C)=O.O. The product is [OH:21][C:19]1[CH:18]=[C:17]([CH3:32])[C:3]([CH2:4][C:5]2[CH:6]=[CH:7][C:8]([O:13][CH2:14][O:15][CH3:16])=[C:9]([CH:12]=2)[CH:10]=[O:11])=[C:2]([CH3:1])[CH:20]=1. The yield is 0.640. (3) The reactants are [F:1][C:2]([F:19])([F:18])[C:3]1[CH:11]=[C:10]([C:12]([F:15])([F:14])[F:13])[CH:9]=[C:8]([O:16][CH3:17])[C:4]=1[C:5](O)=[O:6].C(N(CC)C(C)C)(C)C.F[P-](F)(F)(F)(F)F.N1(OC(N(C)C)=[N+](C)C)C2N=CC=CC=2N=N1.[C:53]1([CH:59]([NH2:69])[C:60]2([N:64]3[CH2:68][CH2:67][CH2:66][CH2:65]3)[CH2:63][O:62][CH2:61]2)[CH:58]=[CH:57][CH:56]=[CH:55][CH:54]=1. The catalyst is CN(C)C=O. The product is [CH3:17][O:16][C:8]1[CH:9]=[C:10]([C:12]([F:13])([F:14])[F:15])[CH:11]=[C:3]([C:2]([F:1])([F:18])[F:19])[C:4]=1[C:5]([NH:69][CH:59]([C:53]1[CH:58]=[CH:57][CH:56]=[CH:55][CH:54]=1)[C:60]1([N:64]2[CH2:65][CH2:66][CH2:67][CH2:68]2)[CH2:63][O:62][CH2:61]1)=[O:6]. The yield is 0.640. (4) The reactants are [CH2:1]1[C:4]2([CH2:8][N:7]([C:9]([O:11][CH2:12][C:13]3[CH:18]=[CH:17][CH:16]=[CH:15][CH:14]=3)=[O:10])[CH2:6][CH2:5]2)[CH2:3][NH:2]1.C(N(CC)CC)C.[CH:26]([S:29](Cl)(=[O:31])=[O:30])([CH3:28])[CH3:27]. The catalyst is C(Cl)Cl. The product is [CH:26]([S:29]([N:2]1[CH2:3][C:4]2([CH2:5][CH2:6][N:7]([C:9]([O:11][CH2:12][C:13]3[CH:18]=[CH:17][CH:16]=[CH:15][CH:14]=3)=[O:10])[CH2:8]2)[CH2:1]1)(=[O:31])=[O:30])([CH3:28])[CH3:27]. The yield is 0.960. (5) The reactants are [F:1][C:2]1[CH:3]=[CH:4][C:5]2[N:6]([C:8]([N:11]3[CH2:16][CH2:15][CH2:14][C@H:13]([OH:17])[CH2:12]3)=[N:9][N:10]=2)[CH:7]=1.CCN(CC)CC.[CH:25]([Si:28](OS(C(F)(F)F)(=O)=O)([CH:32]([CH3:34])[CH3:33])[CH:29]([CH3:31])[CH3:30])([CH3:27])[CH3:26]. The catalyst is C(Cl)Cl. The product is [F:1][C:2]1[CH:3]=[CH:4][C:5]2[N:6]([C:8]([N:11]3[CH2:16][CH2:15][CH2:14][C@H:13]([O:17][Si:28]([CH:32]([CH3:34])[CH3:33])([CH:29]([CH3:31])[CH3:30])[CH:25]([CH3:27])[CH3:26])[CH2:12]3)=[N:9][N:10]=2)[CH:7]=1. The yield is 0.860. (6) The reactants are Cl[C:2]1[N:3]([CH2:28][CH:29]2[CH2:31][CH2:30]2)[C:4]2[C:9]([N:10]=1)=[C:8]([N:11]1[CH2:16][CH2:15][O:14][CH2:13][CH2:12]1)[N:7]=[C:6]([C:17]1[C:18]([C:24]([F:27])([F:26])[F:25])=[N:19][C:20]([NH2:23])=[N:21][CH:22]=1)[N:5]=2.[CH3:32][S:33]([N:36]1[CH2:41][CH2:40][NH:39][CH2:38][CH2:37]1)(=[O:35])=[O:34]. The catalyst is CN1CCCC1=O. The product is [CH:29]1([CH2:28][N:3]2[C:2]([N:39]3[CH2:40][CH2:41][N:36]([S:33]([CH3:32])(=[O:35])=[O:34])[CH2:37][CH2:38]3)=[N:10][C:9]3[C:4]2=[N:5][C:6]([C:17]2[C:18]([C:24]([F:26])([F:27])[F:25])=[N:19][C:20]([NH2:23])=[N:21][CH:22]=2)=[N:7][C:8]=3[N:11]2[CH2:16][CH2:15][O:14][CH2:13][CH2:12]2)[CH2:31][CH2:30]1. The yield is 0.470. (7) The product is [C:1]([C:5]1[CH:10]=[CH:9][C:8]([N+:11]([O-:13])=[O:12])=[CH:7][C:6]=1[S:14]([NH2:18])(=[O:16])=[O:15])([CH3:4])([CH3:3])[CH3:2]. The yield is 0.340. The reactants are [C:1]([C:5]1[CH:10]=[CH:9][C:8]([N+:11]([O-:13])=[O:12])=[CH:7][C:6]=1[S:14](Cl)(=[O:16])=[O:15])([CH3:4])([CH3:3])[CH3:2].[NH4+:18].[OH-]. The catalyst is CCOCC.O.